Dataset: Experimentally validated miRNA-target interactions with 360,000+ pairs, plus equal number of negative samples. Task: Binary Classification. Given a miRNA mature sequence and a target amino acid sequence, predict their likelihood of interaction. (1) The protein sequence of the target gene is MGKRDRVDRDKKKSKKRQYEEEEEDEDDIPGNESQEAVPSAAGKQVDESSTKVDEYGAKDYRQQMPLKGDHTSRPLWVAPDGHIFLEAFSPVYKYAQDFLVAIAEPVCRPTHVHEYKLTAYSLYAAVSVGLQTSDITEYLRKLSKTGVPDGIIQFIKLCTVSYGKVKLVLKHNRYFVESSHPDVIQHLLQDPVIRECRLRNAEGEATELITETFTSKSAISKTAAEGSGGPSTSQGVDAQATSDIPKDLFDFYEQMDKDEEEEEETQTVSFEVKQEMIEELQKRCICLEYPLLAEYDFRN.... Result: 0 (no interaction). The miRNA is hsa-miR-6805-5p with sequence UAGGGGGCGGCUUGUGGAGUGU. (2) The miRNA is hsa-miR-196a-3p with sequence CGGCAACAAGAAACUGCCUGAG. The protein sequence of the target gene is MFASCHCAPRGRRTMKMIHFRSSSIKSLNQEMKCTIRLLDDSEVSCHIQRETKGQFLIEYICNYYSLLEKDYFGIRYVDPEKQRHWLEPNKSIFKQMKSHPPYTMCFRVKFYPHEPLKIKEELTRYLLYLQIKRDIFHGRLLCSFSDAAYLGACIVQAEFGDYYPDEHPENYISEFEIFPKQSQKLERKIMEIHNNELRGQSPAIAEFNLLLKAHTLETYGVDPHPCKDSRGATAFLGFTAAGFVVFQGNKRIHLRKWSDVCKLKFEGKTFYVIGSQKEKNAVLAFHTSTPAACKHLWKC.... Result: 0 (no interaction). (3) Result: 0 (no interaction). The miRNA is hsa-miR-6715a-3p with sequence CCAAACCAGUCGUGCCUGUGG. The protein sequence of the target gene is MAGRLPACVVDCGTGYTKLGYAGNTEPQFIIPSCIAIKESAKVGDQAQRRVMKGVDDLDFFIGDEAIEKPTYATKWPIRHGIVEDWDLMERFMEQVIFKYLRAEPEDHYFLLTEPPLNTPENREYTAEIMFESFNVPGLYIAVQAVLALAASWTSRQVGERTLTGTVIDSGDGVTHVIPVAEGYVIGSCIKHIPIAGRDITYFIQQLLRDREVGIPPEQSLETAKAVKERYSYVCPDLVKEFNKYDTDGSKWIKQYTGINAISKKEFSIDVGYERFLGPEIFFHPEFANPDFTQPISEVV.... (4) Result: 0 (no interaction). The protein sequence of the target gene is METSSMLSSLNDECKSDNYIEPHYKEWYRVAIDILIEHGLEAYQEFLVQERVSDFLAEEEINYILKNVQKVAQSTAHGTDDSCDDTLSSGTYWPVESDVEAPNLDLGWPYVMPGLLGGTHIDLLFHPPRAHLLTIKETIRKMIKEARKVIALVMDIFTDVDIFKEIVEASTRGVSVYILLDESNFNHFLNMTEKQGCSVQRLRNIRVRTVKGQDYLSKTGAKFHGKMEQKFLLVDCQKVMYGSYSYMWSFEKAHLSMVQIITGQLVESFDEEFRTLYARSCVPSSFAQEESARVKHGKAL.... The miRNA is mmu-miR-1224-5p with sequence GUGAGGACUGGGGAGGUGGAG. (5) The miRNA is rno-let-7i-5p with sequence UGAGGUAGUAGUUUGUGCUGUU. The protein sequence of the target gene is MGNCLKSPTSDDISLLHESQSDRASFGEGTEPDQEPPPPYQEQVPVPIYHPTPSQTRLATQLTEEEQIRIAQRIGLIQHLPKGVYDPGRDGSEKKIRECVICMMDFVYGDPIRFLPCMHIYHLDCIDDWLMRSFTCPSCMEPVDAALLSSYETN. Result: 0 (no interaction). (6) The miRNA is mmu-miR-1839-3p with sequence AGACCUACUUAUCUACCAACAGC. The protein sequence of the target gene is MAAAAQLSLTQLSSGNPVYEKYYRQVDTGNTGRVLASDAAAFLKKSGLPDLILGKIWDLADTDGKGILNKQEFFVALRLVACAQNGLEVSLSSLNLAVPPPRFHDTSSPLLISGTSAAELPWAVKPEDKAKYDAIFDSLSPVNGFLSGDKVKPVLLNSKLPVDILGRVWELSDIDHDGMLDRDEFAVAMFLVYCALEKEPVPMSLPPALVPPSKRKTWVVSPAEKAKYDEIFLKTDKDMDGFVSGLEVREIFLKTGLPSTLLAHIWSLCDTKDCGKLSKDQFALAFHLISQKLIKGIDPP.... Result: 0 (no interaction). (7) The miRNA is hsa-miR-8082 with sequence UGAUGGAGCUGGGAAUACUCUG. The protein sequence of the target gene is MARQPYRFPQARIPERGSGVFRLTVRNAMAHRDSEMKEECLREDLKFYFMSPCEKYRARRQIPWKLGLQILKIVMVTTQLVRFGLSNQLVVAFKEDNTVAFKHLFLKGYSGTDEDDYSCSVYTQEDAYESIFFAINQYHQLKDITLGTLGYGENEDNRIGLKVCKQHYKKGTMFPSNETLNIDNDVELDCVQLDLQDLSKKPPDWKNSSFFRLEFYRLLQVEISFHLKGIDLQTIHSRELPDCYVFQNTIIFDNKAHSGKIKIYFDSDAKIEECKDLNIFGSTQKNAQYVLVFDAFVIVI.... Result: 1 (interaction). (8) The miRNA is mmu-miR-709 with sequence GGAGGCAGAGGCAGGAGGA. The protein sequence of the target gene is MQQTTFEESRYHWQDSLENVAVCLPFRCPRCGDHTRFRSLSSLRAHLEFSHSYEERTLLTKCSLLPSLKDTELLRSSELPKQGKVLRGHAKVTKQKSSYVNLYSISHGHSKDTKPFEMVAERPVSYVQTYTAVDIRADSLDAPCASPGLPTQDTKAAFEAHVREKFNRMVEAVDRTIEKRIDKLTKELAQKTAELLEVRAAFAQLTQKKQEVQRRERALNKQVDVAVEMIAVLKQRLTESEEELLRKEEEVVTFNHFLEAAAEKEVQGKARLQDFIENLLQRVELAEKQLEYYQSQQASG.... Result: 1 (interaction).